Dataset: Forward reaction prediction with 1.9M reactions from USPTO patents (1976-2016). Task: Predict the product of the given reaction. (1) Given the reactants [F:1][C:2]([F:29])([F:28])[C:3]([N:5]1[CH2:11][CH2:10][C:9]2[C:12](OS(C(F)(F)F)(=O)=O)=[C:13]([C:16]([F:19])([F:18])[F:17])[CH:14]=[CH:15][C:8]=2[CH2:7][CH2:6]1)=[O:4].[F:30][C:31]1[CH:32]=[C:33]([CH:36]=[CH:37][CH:38]=1)[CH2:34][NH2:35], predict the reaction product. The product is: [F:30][C:31]1[CH:32]=[C:33]([CH:36]=[CH:37][CH:38]=1)[CH2:34][NH:35][C:12]1[C:9]2[CH2:10][CH2:11][N:5]([C:3](=[O:4])[C:2]([F:1])([F:28])[F:29])[CH2:6][CH2:7][C:8]=2[CH:15]=[CH:14][C:13]=1[C:16]([F:17])([F:18])[F:19]. (2) Given the reactants [Cl:1][C:2]1[CH:3]=[C:4]([CH3:16])[CH:5]=[CH:6][C:7]=1[N:8]1[CH2:13][CH2:12][CH2:11][CH2:10][S:9]1(=[O:15])=[O:14].[Mn]([O-])(=O)(=O)=[O:18].[K+].[OH-:23].[Na+].S([O-])([O-])(=O)=S.[Na+].[Na+], predict the reaction product. The product is: [Cl:1][C:2]1[CH:3]=[C:4]([CH:5]=[CH:6][C:7]=1[N:8]1[CH2:13][CH2:12][CH2:11][CH2:10][S:9]1(=[O:15])=[O:14])[C:16]([OH:18])=[O:23]. (3) Given the reactants [Cl:1][C:2]1[CH:21]=[CH:20][C:19]([F:22])=[CH:18][C:3]=1[C:4]([NH:6][C:7]1[CH:15]=[CH:14][C:10]([C:11](O)=[O:12])=[CH:9][C:8]=1[O:16][CH3:17])=[O:5].[Cl:23]C(Cl)C, predict the reaction product. The product is: [Cl:1][C:2]1[CH:21]=[CH:20][C:19]([F:22])=[CH:18][C:3]=1[C:4]([NH:6][C:7]1[CH:15]=[CH:14][C:10]([C:11]([Cl:23])=[O:12])=[CH:9][C:8]=1[O:16][CH3:17])=[O:5]. (4) Given the reactants S(Cl)([Cl:3])=O.[CH2:5]([O:7][C:8](=[O:38])[C@@H:9]([NH:30]C(OC(C)(C)C)=O)[CH2:10][C:11]1[CH:16]=[CH:15][C:14]([C:17]2[C:22]([O:23][CH3:24])=[CH:21][C:20]([CH:25]=[N:26]O)=[CH:19][C:18]=2[O:28][CH3:29])=[CH:13][CH:12]=1)[CH3:6].Cl.C(OC(=O)[C@H](CC1C=CC(O)=CC=1)N)C, predict the reaction product. The product is: [ClH:3].[CH2:5]([O:7][C:8](=[O:38])[C@@H:9]([NH2:30])[CH2:10][C:11]1[CH:16]=[CH:15][C:14]([C:17]2[C:18]([O:28][CH3:29])=[CH:19][C:20]([C:25]#[N:26])=[CH:21][C:22]=2[O:23][CH3:24])=[CH:13][CH:12]=1)[CH3:6]. (5) Given the reactants C([O:3][C:4]([CH:6]1[CH2:14][C:10]2[S:11][CH:12]=[CH:13][C:9]=2[C:8](=[O:15])[CH2:7]1)=[O:5])C.[OH-].[Na+], predict the reaction product. The product is: [O:15]=[C:8]1[C:9]2[CH:13]=[CH:12][S:11][C:10]=2[CH2:14][CH:6]([C:4]([OH:5])=[O:3])[CH2:7]1. (6) Given the reactants [F:1][C:2]1[CH:7]=[C:6]([F:8])[CH:5]=[CH:4][C:3]=1[S:9][C:10]1[CH:11]=[CH:12][C:13]2[N:14]([C:16]([C:19]3[CH:20]=[C:21]([CH:26]=[CH:27][CH:28]=3)[C:22]([O:24]C)=[O:23])=[N:17][N:18]=2)[CH:15]=1.[F:29][C:30]1[CH:35]=[C:34]([F:36])[CH:33]=[CH:32][C:31]=1[S:37][C:38]1[CH:39]=[CH:40][C:41]2[N:42]([C:44]([C:47]3[CH:48]=[C:49]([CH:53]=[CH:54][CH:55]=3)[C:50](O)=[O:51])=[N:45][N:46]=2)[CH:43]=1, predict the reaction product. The product is: [F:1][C:2]1[CH:7]=[C:6]([F:8])[CH:5]=[CH:4][C:3]=1[S:9][C:10]1[CH:11]=[CH:12][C:13]2[N:14]([C:16]([C:19]3[CH:20]=[C:21]([CH:26]=[CH:27][CH:28]=3)[C:22]([OH:24])=[O:23])=[N:17][N:18]=2)[CH:15]=1.[F:29][C:30]1[CH:35]=[C:34]([F:36])[CH:33]=[CH:32][C:31]=1[S:37][C:38]1[CH:39]=[CH:40][C:41]2[N:42]([C:44]([C:47]3[CH:48]=[C:49]([CH:53]=[CH:54][CH:55]=3)[C:50]([NH2:14])=[O:51])=[N:45][N:46]=2)[CH:43]=1.